This data is from Peptide-MHC class I binding affinity with 185,985 pairs from IEDB/IMGT. The task is: Regression. Given a peptide amino acid sequence and an MHC pseudo amino acid sequence, predict their binding affinity value. This is MHC class I binding data. (1) The binding affinity (normalized) is 0.242. The peptide sequence is ILGLNKIVRMY. The MHC is HLA-B15:01 with pseudo-sequence HLA-B15:01. (2) The peptide sequence is TSIGKALHQV. The MHC is HLA-A68:02 with pseudo-sequence HLA-A68:02. The binding affinity (normalized) is 0.783. (3) The peptide sequence is VIARTHTAL. The MHC is HLA-B51:01 with pseudo-sequence HLA-B51:01. The binding affinity (normalized) is 0.0847. (4) The peptide sequence is KSYSLIRPK. The MHC is H-2-Db with pseudo-sequence H-2-Db. The binding affinity (normalized) is 0. (5) The peptide sequence is NALEKALRW. The MHC is HLA-A80:01 with pseudo-sequence HLA-A80:01. The binding affinity (normalized) is 0.0847. (6) The peptide sequence is AMQDPNPEV. The MHC is HLA-A26:01 with pseudo-sequence HLA-A26:01. The binding affinity (normalized) is 0.0847. (7) The peptide sequence is MWAQDAAAMF. The MHC is HLA-A26:01 with pseudo-sequence HLA-A26:01. The binding affinity (normalized) is 0.0492.